From a dataset of Forward reaction prediction with 1.9M reactions from USPTO patents (1976-2016). Predict the product of the given reaction. (1) Given the reactants [NH2:1][C:2]1[C:11]2[C:6](=[C:7](Br)[CH:8]=[CH:9][CH:10]=2)[N:5]=[N:4][C:3]=1[C:13]([NH:15][CH2:16][CH2:17][CH3:18])=[O:14].[F:19][C:20]1[CH:21]=[C:22](B(O)O)[CH:23]=[C:24]([F:26])[CH:25]=1, predict the reaction product. The product is: [NH2:1][C:2]1[C:11]2[C:6](=[C:7]([C:22]3[CH:21]=[C:20]([F:19])[CH:25]=[C:24]([F:26])[CH:23]=3)[CH:8]=[CH:9][CH:10]=2)[N:5]=[N:4][C:3]=1[C:13]([NH:15][CH2:16][CH2:17][CH3:18])=[O:14]. (2) Given the reactants [NH2:1][C:2]1[S:3][C:4]([C:9](=O)[CH:10](Br)[CH3:11])=[C:5]([CH2:7][CH3:8])[N:6]=1.[CH3:14][O:15][C:16]1[CH:21]=[CH:20][CH:19]=[CH:18][C:17]=1[NH:22][C:23]([NH2:25])=[S:24], predict the reaction product. The product is: [CH2:7]([C:5]1[N:6]=[C:2]([NH2:1])[S:3][C:4]=1[C:9]1[N:25]=[C:23]([NH:22][C:17]2[CH:18]=[CH:19][CH:20]=[CH:21][C:16]=2[O:15][CH3:14])[S:24][C:10]=1[CH3:11])[CH3:8]. (3) Given the reactants [CH3:1][C:2]([O:4][C:5]1[C:10]([C:11](Cl)=[O:12])=[CH:9][CH:8]=[CH:7][CH:6]=1)=[O:3].[NH2:14][C:15]1[S:16][C:17]([C:20]([F:23])([F:22])[F:21])=[N:18][N:19]=1, predict the reaction product. The product is: [C:2]([O:4][C:5]1[CH:6]=[CH:7][CH:8]=[CH:9][C:10]=1[C:11]([NH:14][C:15]1[S:16][C:17]([C:20]([F:23])([F:22])[F:21])=[N:18][N:19]=1)=[O:12])(=[O:3])[CH3:1]. (4) Given the reactants C12C(C)(C)C1CCC(C)=C2.CN(C=O)C.[C:16]1([S:22]Cl)[CH:21]=[CH:20][CH:19]=[CH:18][CH:17]=1.[C:24]([O-])([O-:26])=[O:25].[Na+].[Na+], predict the reaction product. The product is: [CH:24]([O:26][S:22][C:16]1[CH:21]=[CH:20][CH:19]=[CH:18][CH:17]=1)=[O:25]. (5) Given the reactants [CH:1]1([C:4]2[N:9]=[C:8]([C:10]3[NH:28][C:13]4=[N:14][C:15]([N:18]5[CH2:23][CH2:22][CH2:21][C@@H:20]([C:24]([O:26]C)=[O:25])[CH2:19]5)=[CH:16][CH:17]=[C:12]4[N:11]=3)[CH:7]=[CH:6][N:5]=2)[CH2:3][CH2:2]1.[OH-].[Na+], predict the reaction product. The product is: [CH:1]1([C:4]2[N:9]=[C:8]([C:10]3[NH:28][C:13]4=[N:14][C:15]([N:18]5[CH2:23][CH2:22][CH2:21][C@@H:20]([C:24]([OH:26])=[O:25])[CH2:19]5)=[CH:16][CH:17]=[C:12]4[N:11]=3)[CH:7]=[CH:6][N:5]=2)[CH2:3][CH2:2]1. (6) Given the reactants [Mg].Cl[CH:3]1[CH2:8][CH:7]([CH3:9])[CH2:6][CH2:5][CH:4]1[C:10]([CH3:12])=[CH2:11].C[C@H]1C[C@@H:18]([OH:20])[C@H](C(C)=C)CC1.[O:24]1CCCC1, predict the reaction product. The product is: [CH3:9][C@H:7]1[CH2:8][C@@H:3]([C:18]([OH:20])=[O:24])[C@H:4]([C:10]([CH3:12])=[CH2:11])[CH2:5][CH2:6]1. (7) The product is: [NH:1]([C:41](=[O:42])[CH2:40][N:28]1[C:29]2[CH:30]=[CH:31][C:32]([Cl:39])=[C:33]([Cl:38])[C:34]=2[C:35]2[CH2:36][CH2:37][N:24]([C:22]([O:21][C:17]([CH3:19])([CH3:18])[CH3:20])=[O:23])[CH2:25][CH2:26][C:27]1=2)[C:2]1[CH:7]=[CH:6][CH:5]=[CH:4][CH:3]=1. Given the reactants [NH2:1][C:2]1[CH:7]=[CH:6][CH:5]=[CH:4][CH:3]=1.CC(C)N=C=NC(C)C.[C:17]([O:21][C:22]([N:24]1[CH2:37][CH2:36][C:35]2[C:34]3[C:33]([Cl:38])=[C:32]([Cl:39])[CH:31]=[CH:30][C:29]=3[N:28]([CH2:40][C:41](O)=[O:42])[C:27]=2[CH2:26][CH2:25]1)=[O:23])([CH3:20])([CH3:19])[CH3:18], predict the reaction product.